Dataset: Catalyst prediction with 721,799 reactions and 888 catalyst types from USPTO. Task: Predict which catalyst facilitates the given reaction. (1) Reactant: [CH3:1][N:2]1[CH:6]=[C:5]([NH:7][C:8]([C:10]2[CH:15]=[CH:14][CH:13]=[C:12]([C:16]3[CH:17]=[N:18][N:19]([CH2:21][CH2:22]Cl)[CH:20]=3)[N:11]=2)=[O:9])[C:4]([C:24](=[O:30])[NH:25][CH2:26][CH2:27][NH:28][CH3:29])=[N:3]1.[C:31]([O-])([O-:33])=[O:32].[Cs+].[Cs+].[I-].[K+]. Product: [CH3:29][N:28]1[CH2:27][CH2:26][NH:25][C:24](=[O:30])[C:4]2[C:5](=[CH:6][N:2]([CH3:1])[N:3]=2)[NH:7][C:8](=[O:9])[C:10]2=[N:11][C:12](=[CH:13][CH:14]=[CH:15]2)[C:16]2=[CH:20][N:19]([N:18]=[CH:17]2)[CH2:21][CH2:22][O:33][C:31]1=[O:32]. The catalyst class is: 16. (2) Reactant: [CH3:1][C:2]1([CH3:22])[CH2:21][N:6]2[C:7]3[CH:8]=[CH:9][C:10]([CH:19]=C)=[CH:11][C:12]=3[C:13]3([O:18][CH2:17][CH2:16][CH2:15][O:14]3)[C:5]2=[N:4][CH2:3]1.[OH-:23].[Na+].[CH3:25][OH:26]. Product: [CH3:1][C:2]1([CH3:22])[CH2:21][N:6]2[C:7]3[CH:8]=[CH:9][C:10]([C:19]([O:26][CH3:25])=[O:23])=[CH:11][C:12]=3[C:13]3([O:18][CH2:17][CH2:16][CH2:15][O:14]3)[C:5]2=[N:4][CH2:3]1. The catalyst class is: 2.